Dataset: Reaction yield outcomes from USPTO patents with 853,638 reactions. Task: Predict the reaction yield, written as a fraction of the theoretical maximum amount of product (1.0 means a 100% yield; for example, 0.34 means a 34% yield). (1) The reactants are [CH3:1][O:2][CH2:3][CH2:4][NH:5][CH2:6][C:7]1[CH:8]=[N:9][CH:10]=[C:11](B2OC(C)(C)C(C)(C)O2)[CH:12]=1.Br[C:23]1[CH:24]=[C:25]2[C:29](=[C:30]([C:32]([NH2:34])=[O:33])[CH:31]=1)[NH:28][CH:27]=[C:26]2[CH:35]1[CH2:40][CH2:39][N:38]([S:41]([CH2:44][CH3:45])(=[O:43])=[O:42])[CH2:37][CH2:36]1.C(=O)([O-])[O-].[K+].[K+]. No catalyst specified. The product is [CH2:44]([S:41]([N:38]1[CH2:37][CH2:36][CH:35]([C:26]2[C:25]3[C:29](=[C:30]([C:32]([NH2:34])=[O:33])[CH:31]=[C:23]([C:11]4[CH:10]=[N:9][CH:8]=[C:7]([CH2:6][NH:5][CH2:4][CH2:3][O:2][CH3:1])[CH:12]=4)[CH:24]=3)[NH:28][CH:27]=2)[CH2:40][CH2:39]1)(=[O:43])=[O:42])[CH3:45]. The yield is 0.460. (2) The reactants are [C:1]([C:3]1[CH:24]=[C:23]([F:25])[CH:22]=[CH:21][C:4]=1[O:5][C:6]1[CH:7]=[C:8]2[C:12](=[CH:13][CH:14]=1)[N:11]([CH2:15][C:16]([N:18]([CH3:20])[CH3:19])=[O:17])[N:10]=[CH:9]2)#[N:2].N1C=CC=CC=1C1C=CC=CN=1.[BH4-].[Na+]. The catalyst is CCO. The product is [NH2:2][CH2:1][C:3]1[CH:24]=[C:23]([F:25])[CH:22]=[CH:21][C:4]=1[O:5][C:6]1[CH:7]=[C:8]2[C:12](=[CH:13][CH:14]=1)[N:11]([CH2:15][C:16]([N:18]([CH3:20])[CH3:19])=[O:17])[N:10]=[CH:9]2. The yield is 0.110. (3) The reactants are [CH:1]([C:3]1[CH:15]=[CH:14][C:13]([O:16][CH3:17])=[CH:12][C:4]=1[O:5][CH2:6][C:7]([O:9][CH2:10][CH3:11])=[O:8])=O.C1CCN2C(=NCCC2)CC1.CO. The catalyst is CCOC(C)=O. The product is [CH3:17][O:16][C:13]1[CH:14]=[CH:15][C:3]2[CH:1]=[C:6]([C:7]([O:9][CH2:10][CH3:11])=[O:8])[O:5][C:4]=2[CH:12]=1. The yield is 0.770. (4) The reactants are FC1C=C(CN)C=NC=1.[N:10]1[CH:15]=[CH:14][C:13]([CH2:16][NH2:17])=[CH:12][CH:11]=1.[CH:18]1([CH2:21][N:22]2[CH2:26][CH2:25][N:24]([C:27]3[S:28][C:29]([C:33](O)=[O:34])=[C:30]([CH3:32])[N:31]=3)[C:23]2=[O:36])[CH2:20][CH2:19]1. No catalyst specified. The product is [CH:18]1([CH2:21][N:22]2[CH2:26][CH2:25][N:24]([C:27]3[S:28][C:29]([C:33]([NH:17][CH2:16][C:13]4[CH:14]=[CH:15][N:10]=[CH:11][CH:12]=4)=[O:34])=[C:30]([CH3:32])[N:31]=3)[C:23]2=[O:36])[CH2:19][CH2:20]1. The yield is 0.430. (5) The reactants are [F:1][C:2]1[CH:3]=[C:4]([C:9](=[O:21])[CH2:10][CH2:11][C:12](=[O:20])[CH2:13][CH2:14][C:15]([O:17][CH2:18][CH3:19])=[O:16])[CH:5]=[CH:6][C:7]=1F.[NH:22]1[CH:26]=[CH:25][N:24]=[CH:23]1.N1C=CC=CC=1. The catalyst is CS(C)=O.O. The product is [F:1][C:2]1[CH:3]=[C:4]([C:9](=[O:21])[CH2:10][CH2:11][C:12](=[O:20])[CH2:13][CH2:14][C:15]([O:17][CH2:18][CH3:19])=[O:16])[CH:5]=[CH:6][C:7]=1[N:22]1[CH:26]=[CH:25][N:24]=[CH:23]1. The yield is 0.680. (6) The reactants are [N:1]1[CH:6]=[CH:5][CH:4]=[CH:3][C:2]=1[CH:7]([NH2:9])[CH3:8].[CH3:10][C:11]1[C:12]([CH:17]=O)=[N:13][CH:14]=[CH:15][CH:16]=1.[BH4-].[Na+]. The catalyst is CO. The product is [CH3:10][C:11]1[C:12]([CH2:17][NH:9][CH:7]([C:2]2[CH:3]=[CH:4][CH:5]=[CH:6][N:1]=2)[CH3:8])=[N:13][CH:14]=[CH:15][CH:16]=1. The yield is 0.600. (7) The reactants are [CH2:1]([NH:4][C:5]1[N:6]=[C:7](Cl)[C:8]2[CH:13]=[CH:12][N:11]([CH3:14])[C:9]=2[N:10]=1)[CH2:2][CH3:3].CCN(C(C)C)C(C)C.Cl.[CH:26]12[NH:33][CH:30]([CH2:31][CH2:32]1)[CH2:29][CH:28]([OH:34])[CH2:27]2.O. The catalyst is C(O)CCC. The product is [CH3:14][N:11]1[C:9]2[N:10]=[C:5]([NH:4][CH2:1][CH2:2][CH3:3])[N:6]=[C:7]([N:33]3[CH:26]4[CH2:32][CH2:31][CH:30]3[CH2:29][CH:28]([OH:34])[CH2:27]4)[C:8]=2[CH:13]=[CH:12]1. The yield is 0.570. (8) The product is [Br:13][C:2]1[CH:3]=[C:4]2[C:9](=[C:10]([Br:12])[N:11]=1)[N:8]=[CH:7][CH:6]=[CH:5]2. The yield is 0.340. No catalyst specified. The reactants are N[C:2]1[CH:3]=[C:4]2[C:9](=[C:10]([Br:12])[N:11]=1)[N:8]=[CH:7][CH:6]=[CH:5]2.[BrH:13].N([O-])=O.[Na+].[OH-].[Na+].